Dataset: Forward reaction prediction with 1.9M reactions from USPTO patents (1976-2016). Task: Predict the product of the given reaction. (1) Given the reactants [C:1]12(O)[CH2:10][CH:5]3[CH2:6][CH:7]([CH2:9][CH:3]([CH2:4]3)[CH2:2]1)[CH2:8]2.O.C1(C)C=CC(S(O)(=O)=O)=CC=1.C(O)C.[C:27]1([CH:34]=[CH:33][CH:32]=[C:30]([OH:31])[CH:29]=1)[OH:28], predict the reaction product. The product is: [OH:28][C:27]1[CH:29]=[C:30]([OH:31])[CH:32]=[CH:33][C:34]=1[C:1]12[CH2:10][CH:5]3[CH2:6][CH:7]([CH2:9][CH:3]([CH2:4]3)[CH2:2]1)[CH2:8]2. (2) Given the reactants C1([N:5]2[CH2:10][CH2:9][C:8]([C:12]3[CH:17]=[CH:16][C:15]([NH:18]C4C(C(N)=O)=NC=C(N5CCC[C@@H](NC(N(C)C)=O)[C@H]5C)N=4)=[CH:14][CH:13]=3)([CH3:11])[CH2:7][CH2:6]2)CCC1.C1(P([C:54]2C=CC=C[C:55]=2[C:60]2C=CC=CC=2)C2CCCCC2)CCCCC1.[Li+].C[Si]([N-][Si](C)(C)C)(C)C, predict the reaction product. The product is: [CH:60]1([N:5]2[CH2:6][CH2:7][C:8]([C:12]3[CH:13]=[CH:14][C:15]([NH2:18])=[CH:16][CH:17]=3)([CH3:11])[CH2:9][CH2:10]2)[CH2:55][CH2:54]1. (3) Given the reactants Br[C:2]1[CH:11]=[CH:10][CH:9]=[C:8]2[C:3]=1[CH:4]=[CH:5][C:6]([C:12]([N:14]1[CH2:17][CH:16]([N:18]3[CH2:23][CH2:22][N:21]([C:24]([C:26]4[S:27][CH:28]=[CH:29][N:30]=4)=[O:25])[CH2:20][CH2:19]3)[CH2:15]1)=[O:13])=[CH:7]2.C([O-])([O-])=O.[K+].[K+], predict the reaction product. The product is: [C:2]1([C:2]2[CH:11]=[CH:10][CH:9]=[C:8]3[C:3]=2[CH:4]=[CH:5][C:6]([C:12]([N:14]2[CH2:15][CH:16]([N:18]4[CH2:19][CH2:20][N:21]([C:24]([C:26]5[S:27][CH:28]=[CH:29][N:30]=5)=[O:25])[CH2:22][CH2:23]4)[CH2:17]2)=[O:13])=[CH:7]3)[CH:11]=[CH:10][CH:9]=[CH:8][CH:3]=1. (4) Given the reactants N1([C:6]([C:8]2[C:9]([CH3:16])=[C:10]([CH:14]=O)[NH:11][C:12]=2[CH3:13])=[O:7])C=CN=C1.[NH2:17][CH2:18][C@@H:19]([OH:27])[CH2:20][N:21]1[CH2:26][CH2:25][O:24][CH2:23][CH2:22]1.[Cl:28][C:29]1[CH:30]=[C:31]2[C:35](=[CH:36][CH:37]=1)[NH:34][C:33](=[O:38])[CH2:32]2.C(N(CC)CC)C, predict the reaction product. The product is: [Cl:28][C:29]1[CH:30]=[C:31]2[C:35](=[CH:36][CH:37]=1)[NH:34][C:33](=[O:38])/[C:32]/2=[CH:14]\[C:10]1[NH:11][C:12]([CH3:13])=[C:8]([C:6]([NH:17][CH2:18][C@@H:19]([OH:27])[CH2:20][N:21]2[CH2:22][CH2:23][O:24][CH2:25][CH2:26]2)=[O:7])[C:9]=1[CH3:16]. (5) Given the reactants [CH2:1]([O:3][C:4]([Sn](CCCC)(CCCC)CCCC)=[CH2:5])[CH3:2].[NH2:19][C:20]1[N:41]=[C:40](Cl)[CH:39]=[CH:38][C:21]=1[C:22]([NH:24][CH2:25][C:26]1[S:27][C:28]([O:31][C:32]2[CH:37]=[CH:36][CH:35]=[CH:34][CH:33]=2)=[CH:29][CH:30]=1)=[O:23].C1(C)C(C)=CC=CC=1.O, predict the reaction product. The product is: [NH2:19][C:20]1[N:41]=[C:40]([C:4]([O:3][CH2:1][CH3:2])=[CH2:5])[CH:39]=[CH:38][C:21]=1[C:22]([NH:24][CH2:25][C:26]1[S:27][C:28]([O:31][C:32]2[CH:37]=[CH:36][CH:35]=[CH:34][CH:33]=2)=[CH:29][CH:30]=1)=[O:23].